This data is from Forward reaction prediction with 1.9M reactions from USPTO patents (1976-2016). The task is: Predict the product of the given reaction. (1) Given the reactants [Li]CCCC.[CH3:6][C:7]1[N:8]=[CH:9][S:10][CH:11]=1.Cl[C:13]1[C:22]2[C:17](=[CH:18][CH:19]=[CH:20][CH:21]=2)[C:16]([NH:23][C:24]2[CH:29]=[CH:28][C:27]([O:30][C:31]3[C:36]([C:37]4[CH:42]=[CH:41][N:40]=[C:39]([NH:43][CH3:44])[N:38]=4)=[CH:35][CH:34]=[CH:33][N:32]=3)=[CH:26][CH:25]=2)=[N:15][N:14]=1, predict the reaction product. The product is: [CH3:44][NH:43][C:39]1[N:38]=[C:37]([C:36]2[C:31]([O:30][C:27]3[CH:26]=[CH:25][C:24]([NH:23][C:16]4[C:17]5[C:22](=[CH:21][CH:20]=[CH:19][CH:18]=5)[C:13]([C:9]5[S:10][CH:11]=[C:7]([CH3:6])[N:8]=5)=[N:14][N:15]=4)=[CH:29][CH:28]=3)=[N:32][CH:33]=[CH:34][CH:35]=2)[CH:42]=[CH:41][N:40]=1. (2) Given the reactants [N:1]1[C:10]2[CH:9]=[CH:8][CH:7]=[C:6]([C:11]([O:13][CH3:14])=[O:12])[C:5]=2[CH:4]=[CH:3][CH:2]=1, predict the reaction product. The product is: [N:1]1[C:10]2[CH2:9][CH2:8][CH2:7][CH:6]([C:11]([O:13][CH3:14])=[O:12])[C:5]=2[CH:4]=[CH:3][CH:2]=1. (3) Given the reactants [NH2:1][C:2]1[CH:10]=[CH:9][C:8]([C:11]([CH3:14])([CH3:13])[CH3:12])=[CH:7][C:3]=1[C:4]([NH2:6])=O.[Cl-:15].[N:16]1([C:22]([O:24][CH2:25][CH3:26])=[O:23])[CH2:21][CH2:20][NH:19][CH2:18][CH2:17]1, predict the reaction product. The product is: [C:11]([C:8]1[CH:7]=[C:3]2[C:2](=[CH:10][CH:9]=1)[N:1]=[C:4]([C:3]1[CH:7]=[CH:8][CH:9]=[CH:10][C:2]=1[Cl:15])[N:6]=[C:4]2[N:19]1[CH2:20][CH2:21][N:16]([C:22]([O:24][CH2:25][CH3:26])=[O:23])[CH2:17][CH2:18]1)([CH3:14])([CH3:13])[CH3:12]. (4) Given the reactants [Cl:1][C:2]1[N:3]=[C:4](Cl)[C:5]2[CH:10]=[CH:9][NH:8][C:6]=2[N:7]=1.[NH:12]1[CH2:17][CH2:16][CH2:15][CH2:14][CH2:13]1, predict the reaction product. The product is: [Cl:1][C:2]1[N:3]=[C:4]([N:12]2[CH2:17][CH2:16][CH2:15][CH2:14][CH2:13]2)[C:5]2[CH:10]=[CH:9][NH:8][C:6]=2[N:7]=1. (5) Given the reactants Cl.Cl.[Cl:3][C:4]1[CH:5]=[N:6][C:7]2[NH:8][C:9]3[CH:10]=[CH:11][CH:12]=[C:13]([CH:26]=3)[CH2:14][CH2:15][C:16]3[CH:24]=[C:20]([NH:21][C:22]=1[N:23]=2)[CH:19]=[CH:18][C:17]=3[NH2:25].[Cl:27][C:28]1[CH:29]=[C:30]([CH:34]=[CH:35][CH:36]=1)[C:31](Cl)=[O:32], predict the reaction product. The product is: [ClH:3].[Cl:27][C:28]1[CH:29]=[C:30]([CH:34]=[CH:35][CH:36]=1)[C:31]([NH:25][C:17]1[CH:18]=[CH:19][C:20]2[NH:21][C:22]3[N:23]=[C:7]([NH:8][C:9]4[CH:10]=[CH:11][CH:12]=[C:13]([CH:26]=4)[CH2:14][CH2:15][C:16]=1[CH:24]=2)[N:6]=[CH:5][C:4]=3[Cl:3])=[O:32]. (6) Given the reactants [ClH:1].[NH2:2][C:3]1[CH:11]=[CH:10][C:6]([C:7]([NH2:9])=[NH:8])=[CH:5][C:4]=1[N+:12]([O-])=O, predict the reaction product. The product is: [ClH:1].[NH2:12][C:4]1[CH:5]=[C:6]([CH:10]=[CH:11][C:3]=1[NH2:2])[C:7]([NH2:9])=[NH:8]. (7) Given the reactants [F:1][C:2]1([F:18])[CH2:17][C:6]2[S:7][C:8]([NH2:16])=[C:9]([C:10]3[S:14][N:13]=[C:12]([CH3:15])[N:11]=3)[C:5]=2[CH2:4][CH2:3]1.[C:19]12[C:27](=[O:28])[O:26][C:24](=[O:25])[C:20]=1[CH2:21][CH2:22][CH2:23]2, predict the reaction product. The product is: [F:18][C:2]1([F:1])[CH2:17][C:6]2[S:7][C:8]([NH:16][C:27]([C:19]3[CH2:23][CH2:22][CH2:21][C:20]=3[C:24]([OH:26])=[O:25])=[O:28])=[C:9]([C:10]3[S:14][N:13]=[C:12]([CH3:15])[N:11]=3)[C:5]=2[CH2:4][CH2:3]1.